Predict the product of the given reaction. From a dataset of Forward reaction prediction with 1.9M reactions from USPTO patents (1976-2016). Given the reactants [C:1]12([C:11]3[CH:12]=[C:13]([C:18]4[CH:28]=[CH:27][C:21](/[CH:22]=[CH:23]/[C:24](O)=[O:25])=[CH:20][CH:19]=4)[CH:14]=[CH:15][C:16]=3[OH:17])[CH2:10][CH:5]3[CH2:6][CH:7]([CH2:9][CH:3]([CH2:4]3)[CH2:2]1)[CH2:8]2.[OH2:29].OC1C2N=NNC=2C=CC=1.Cl.CN(C)CCCN=C=NCC.Cl.[NH2:53]O, predict the reaction product. The product is: [C:1]12([C:11]3[CH:12]=[C:13]([C:18]4[CH:28]=[CH:27][C:21](/[CH:22]=[CH:23]/[C:24]([NH:53][OH:29])=[O:25])=[CH:20][CH:19]=4)[CH:14]=[CH:15][C:16]=3[OH:17])[CH2:10][CH:5]3[CH2:6][CH:7]([CH2:9][CH:3]([CH2:4]3)[CH2:2]1)[CH2:8]2.